Dataset: Peptide-MHC class I binding affinity with 185,985 pairs from IEDB/IMGT. Task: Regression. Given a peptide amino acid sequence and an MHC pseudo amino acid sequence, predict their binding affinity value. This is MHC class I binding data. The peptide sequence is YLHPKDKYL. The MHC is HLA-A02:01 with pseudo-sequence HLA-A02:01. The binding affinity (normalized) is 0.763.